Dataset: Full USPTO retrosynthesis dataset with 1.9M reactions from patents (1976-2016). Task: Predict the reactants needed to synthesize the given product. Given the product [N:11]1[CH:12]=[CH:13][C:8]([C:6]2[N:7]=[C:2]([N:18]3[CH2:23][CH2:22][NH:21][CH2:20][CH2:19]3)[C:3]3[CH:17]=[CH:16][N:15]=[CH:14][C:4]=3[N:5]=2)=[CH:9][CH:10]=1, predict the reactants needed to synthesize it. The reactants are: Cl[C:2]1[C:3]2[CH:17]=[CH:16][N:15]=[CH:14][C:4]=2[N:5]=[C:6]([C:8]2[CH:13]=[CH:12][N:11]=[CH:10][CH:9]=2)[N:7]=1.[NH:18]1[CH2:23][CH2:22][NH:21][CH2:20][CH2:19]1.